Regression. Given two drug SMILES strings and cell line genomic features, predict the synergy score measuring deviation from expected non-interaction effect. From a dataset of NCI-60 drug combinations with 297,098 pairs across 59 cell lines. (1) Drug 1: C1CCC(C(C1)N)N.C(=O)(C(=O)[O-])[O-].[Pt+4]. Drug 2: CC(C)CN1C=NC2=C1C3=CC=CC=C3N=C2N. Cell line: SK-OV-3. Synergy scores: CSS=3.31, Synergy_ZIP=6.06, Synergy_Bliss=4.14, Synergy_Loewe=1.19, Synergy_HSA=1.12. (2) Drug 1: C1=NC2=C(N=C(N=C2N1C3C(C(C(O3)CO)O)O)F)N. Drug 2: CC=C1C(=O)NC(C(=O)OC2CC(=O)NC(C(=O)NC(CSSCCC=C2)C(=O)N1)C(C)C)C(C)C. Cell line: OVCAR-8. Synergy scores: CSS=22.1, Synergy_ZIP=0.561, Synergy_Bliss=1.64, Synergy_Loewe=-5.60, Synergy_HSA=1.30. (3) Drug 1: C1CC(=O)NC(=O)C1N2CC3=C(C2=O)C=CC=C3N. Drug 2: CS(=O)(=O)CCNCC1=CC=C(O1)C2=CC3=C(C=C2)N=CN=C3NC4=CC(=C(C=C4)OCC5=CC(=CC=C5)F)Cl. Cell line: SF-268. Synergy scores: CSS=7.53, Synergy_ZIP=1.76, Synergy_Bliss=2.29, Synergy_Loewe=0.745, Synergy_HSA=-0.313. (4) Cell line: MALME-3M. Drug 2: C(=O)(N)NO. Synergy scores: CSS=14.7, Synergy_ZIP=-4.49, Synergy_Bliss=-2.51, Synergy_Loewe=-58.0, Synergy_HSA=-1.26. Drug 1: CCC1=C2CN3C(=CC4=C(C3=O)COC(=O)C4(CC)O)C2=NC5=C1C=C(C=C5)O. (5) Drug 1: C1CCC(C(C1)N)N.C(=O)(C(=O)[O-])[O-].[Pt+4]. Drug 2: C(CCl)NC(=O)N(CCCl)N=O. Cell line: TK-10. Synergy scores: CSS=14.2, Synergy_ZIP=-7.27, Synergy_Bliss=-3.69, Synergy_Loewe=-2.49, Synergy_HSA=-2.13. (6) Drug 1: C1=CC(=CC=C1CCCC(=O)O)N(CCCl)CCCl. Drug 2: CC12CCC3C(C1CCC2OP(=O)(O)O)CCC4=C3C=CC(=C4)OC(=O)N(CCCl)CCCl.[Na+]. Cell line: OVCAR-5. Synergy scores: CSS=1.63, Synergy_ZIP=-9.80, Synergy_Bliss=-14.6, Synergy_Loewe=-14.5, Synergy_HSA=-11.3. (7) Drug 1: C1C(C(OC1N2C=C(C(=O)NC2=O)F)CO)O. Drug 2: CC1C(C(CC(O1)OC2CC(CC3=C2C(=C4C(=C3O)C(=O)C5=C(C4=O)C(=CC=C5)OC)O)(C(=O)CO)O)N)O.Cl. Cell line: CCRF-CEM. Synergy scores: CSS=45.6, Synergy_ZIP=-4.32, Synergy_Bliss=-4.00, Synergy_Loewe=-4.64, Synergy_HSA=-0.648. (8) Drug 1: CC1C(C(=O)NC(C(=O)N2CCCC2C(=O)N(CC(=O)N(C(C(=O)O1)C(C)C)C)C)C(C)C)NC(=O)C3=C4C(=C(C=C3)C)OC5=C(C(=O)C(=C(C5=N4)C(=O)NC6C(OC(=O)C(N(C(=O)CN(C(=O)C7CCCN7C(=O)C(NC6=O)C(C)C)C)C)C(C)C)C)N)C. Drug 2: C1CC(=O)NC(=O)C1N2C(=O)C3=CC=CC=C3C2=O. Cell line: U251. Synergy scores: CSS=10.6, Synergy_ZIP=2.86, Synergy_Bliss=10.1, Synergy_Loewe=-2.69, Synergy_HSA=3.58. (9) Drug 1: C1CCN(CC1)CCOC2=CC=C(C=C2)C(=O)C3=C(SC4=C3C=CC(=C4)O)C5=CC=C(C=C5)O. Drug 2: CC12CCC(CC1=CCC3C2CCC4(C3CC=C4C5=CN=CC=C5)C)O. Cell line: 786-0. Synergy scores: CSS=5.03, Synergy_ZIP=-1.56, Synergy_Bliss=1.80, Synergy_Loewe=-2.86, Synergy_HSA=0.343. (10) Drug 1: CC1OCC2C(O1)C(C(C(O2)OC3C4COC(=O)C4C(C5=CC6=C(C=C35)OCO6)C7=CC(=C(C(=C7)OC)O)OC)O)O. Drug 2: C1=C(C(=O)NC(=O)N1)F. Cell line: M14. Synergy scores: CSS=41.5, Synergy_ZIP=-13.8, Synergy_Bliss=-5.02, Synergy_Loewe=-1.37, Synergy_HSA=-1.15.